This data is from Peptide-MHC class II binding affinity with 134,281 pairs from IEDB. The task is: Regression. Given a peptide amino acid sequence and an MHC pseudo amino acid sequence, predict their binding affinity value. This is MHC class II binding data. (1) The peptide sequence is GELQIVDKIDAAMKI. The MHC is DRB1_1201 with pseudo-sequence DRB1_1201. The binding affinity (normalized) is 0.631. (2) The peptide sequence is SFFEEVPNIIHEAIN. The MHC is DRB1_0901 with pseudo-sequence DRB1_0901. The binding affinity (normalized) is 0.493.